From a dataset of Reaction yield outcomes from USPTO patents with 853,638 reactions. Predict the reaction yield, written as a fraction of the theoretical maximum amount of product (1.0 means a 100% yield; for example, 0.34 means a 34% yield). The reactants are C(O[C:6](=O)[N:7]([CH2:9][CH2:10][CH:11]([C:18]1[CH:19]=[C:20]2[C:24](=[CH:25][CH:26]=1)[N:23]([S:27]([CH3:30])(=[O:29])=[O:28])[CH:22]=[C:21]2[S:31]([CH3:34])(=[O:33])=[O:32])[C:12]1[CH:17]=[CH:16][CH:15]=[CH:14][CH:13]=1)C)(C)(C)C.C(OC(=O)N(CCC(C1C=C2C(=CC=1)N(S(C)(=O)=O)C=C2)C1C=CC=CC=1)C)(C)(C)C. No catalyst specified. The product is [CH3:30][S:27]([N:23]1[C:24]2[C:20](=[CH:19][C:18]([CH:11]([C:12]3[CH:17]=[CH:16][CH:15]=[CH:14][CH:13]=3)[CH2:10][CH2:9][NH:7][CH3:6])=[CH:26][CH:25]=2)[C:21]([S:31]([CH3:34])(=[O:33])=[O:32])=[CH:22]1)(=[O:28])=[O:29]. The yield is 1.00.